From a dataset of Peptide-MHC class I binding affinity with 185,985 pairs from IEDB/IMGT. Regression. Given a peptide amino acid sequence and an MHC pseudo amino acid sequence, predict their binding affinity value. This is MHC class I binding data. (1) The peptide sequence is YTFEPHYFY. The MHC is HLA-C07:01 with pseudo-sequence HLA-C07:01. The binding affinity (normalized) is 0.419. (2) The peptide sequence is VQPWLMVDV. The MHC is HLA-B27:03 with pseudo-sequence HLA-B27:03. The binding affinity (normalized) is 0.0847. (3) The peptide sequence is QLNDYEQLL. The MHC is HLA-A02:03 with pseudo-sequence HLA-A02:03. The binding affinity (normalized) is 0.735. (4) The peptide sequence is DHQAAFQYI. The MHC is Patr-B1301 with pseudo-sequence Patr-B1301. The binding affinity (normalized) is 0.564. (5) The peptide sequence is FMNRFYITT. The MHC is HLA-A68:02 with pseudo-sequence HLA-A68:02. The binding affinity (normalized) is 0.188.